This data is from Forward reaction prediction with 1.9M reactions from USPTO patents (1976-2016). The task is: Predict the product of the given reaction. (1) Given the reactants C[O:2][C:3]([C:5]1[N:9]([CH3:10])[N:8]=[CH:7][C:6]=1[C:11]1[CH:39]=[CH:38][C:14]([C:15]([N:17]([C:31]2[C:36]([CH3:37])=[CH:35][CH:34]=[CH:33][N:32]=2)[C@@H:18]2[CH2:23][CH2:22][CH2:21][N:20]([C:24]([O:26][C:27]([CH3:30])([CH3:29])[CH3:28])=[O:25])[CH2:19]2)=[O:16])=[CH:13][CH:12]=1)=[O:4], predict the reaction product. The product is: [C:27]([O:26][C:24]([N:20]1[CH2:21][CH2:22][CH2:23][C@@H:18]([N:17]([C:31]2[C:36]([CH3:37])=[CH:35][CH:34]=[CH:33][N:32]=2)[C:15]([C:14]2[CH:38]=[CH:39][C:11]([C:6]3[CH:7]=[N:8][N:9]([CH3:10])[C:5]=3[C:3]([OH:4])=[O:2])=[CH:12][CH:13]=2)=[O:16])[CH2:19]1)=[O:25])([CH3:30])([CH3:29])[CH3:28]. (2) Given the reactants [C:1]([OH:8])(=[O:7])/[CH:2]=[CH:3]/[C:4]([OH:6])=[O:5].[F:9][C:10]1[CH:15]=[CH:14][CH:13]=[CH:12][C:11]=1[N:16]1[C:24]2[C:19](=[CH:20][CH:21]=[CH:22][CH:23]=2)[C:18]([O:25][CH:26]2[CH2:31][CH2:30][NH:29][CH2:28][CH2:27]2)=[N:17]1.N#N.CC(OC)(C)C, predict the reaction product. The product is: [C:1]([OH:8])(=[O:7])/[CH:2]=[CH:3]/[C:4]([OH:6])=[O:5].[F:9][C:10]1[CH:15]=[CH:14][CH:13]=[CH:12][C:11]=1[N:16]1[C:24]2[C:19](=[CH:20][CH:21]=[CH:22][CH:23]=2)[C:18]([O:25][CH:26]2[CH2:31][CH2:30][NH:29][CH2:28][CH2:27]2)=[N:17]1. (3) The product is: [CH2:20]([C:19]([C:16]1[CH:17]=[CH:18][C:13]([C:10]2[CH:11]=[CH:12][C:7]([CH2:6][C:5]([OH:45])=[O:4])=[C:8]([F:44])[CH:9]=2)=[C:14]([CH3:43])[CH:15]=1)([C:22]1[CH:27]=[CH:26][C:25]([C:28]#[C:29][C:30]([OH:39])([C:35]([F:36])([F:37])[F:38])[C:31]([F:33])([F:34])[F:32])=[C:24]([CH3:40])[CH:23]=1)[CH2:41][CH3:42])[CH3:21]. Given the reactants [OH-].[Na+].C[O:4][C:5](=[O:45])[CH2:6][C:7]1[CH:12]=[CH:11][C:10]([C:13]2[CH:18]=[CH:17][C:16]([C:19]([CH2:41][CH3:42])([C:22]3[CH:27]=[CH:26][C:25]([C:28]#[C:29][C:30]([OH:39])([C:35]([F:38])([F:37])[F:36])[C:31]([F:34])([F:33])[F:32])=[C:24]([CH3:40])[CH:23]=3)[CH2:20][CH3:21])=[CH:15][C:14]=2[CH3:43])=[CH:9][C:8]=1[F:44].[Cl-].[NH4+], predict the reaction product. (4) Given the reactants CS(O[CH:6]([C:38]1[CH:43]=[C:42]([C:44]([F:47])([F:46])[F:45])[CH:41]=[C:40]([C:48]([F:51])([F:50])[F:49])[CH:39]=1)[CH2:7][N:8]([C:31]([O:33][C:34]([CH3:37])([CH3:36])[CH3:35])=[O:32])[CH2:9][C:10]1[CH:15]=[C:14]([C:16]([F:19])([F:18])[F:17])[CH:13]=[CH:12][C:11]=1[C:20]1[CH:25]=[C:24]([CH:26]([CH3:28])[CH3:27])[CH:23]=[CH:22][C:21]=1[O:29][CH3:30])(=O)=O.[N-:52]=[N+:53]=[N-:54].[Na+], predict the reaction product. The product is: [C:34]([O:33][C:31](=[O:32])[N:8]([CH2:7][CH:6]([N:52]=[N+:53]=[N-:54])[C:38]1[CH:43]=[C:42]([C:44]([F:47])([F:46])[F:45])[CH:41]=[C:40]([C:48]([F:49])([F:50])[F:51])[CH:39]=1)[CH2:9][C:10]1[CH:15]=[C:14]([C:16]([F:19])([F:18])[F:17])[CH:13]=[CH:12][C:11]=1[C:20]1[CH:25]=[C:24]([CH:26]([CH3:27])[CH3:28])[CH:23]=[CH:22][C:21]=1[O:29][CH3:30])([CH3:36])([CH3:37])[CH3:35]. (5) Given the reactants [CH2:1]([N:8]1[CH2:13][CH2:12][O:11][CH:10]([C:14]([C:25]2[CH:30]=[CH:29][CH:28]=[CH:27][CH:26]=2)([OH:24])CC2C=CC=CC=2OC)[CH2:9]1)[C:2]1[CH:7]=[CH:6][CH:5]=[CH:4][CH:3]=1.[F:31][C:32]([F:43])([F:42])[O:33][C:34]1[CH:41]=[CH:40][CH:39]=[CH:38][C:35]=1[CH2:36]Br, predict the reaction product. The product is: [CH2:1]([N:8]1[CH2:13][CH2:12][O:11][CH:10]([C:14]([C:25]2[CH:30]=[CH:29][CH:28]=[CH:27][CH:26]=2)([OH:24])[CH2:36][C:35]2[CH:38]=[CH:39][CH:40]=[CH:41][C:34]=2[O:33][C:32]([F:43])([F:42])[F:31])[CH2:9]1)[C:2]1[CH:3]=[CH:4][CH:5]=[CH:6][CH:7]=1. (6) Given the reactants C(O[BH-](OC(=O)C)OC(=O)C)(=O)C.[Na+].FC(F)(F)C(O)=O.[CH3:22][CH:23]([O:25][C:26]1[C:31]([C:32]#[N:33])=[CH:30][C:29]([C:34]2[O:38][N:37]=[C:36]([C:39]3[CH:40]=[C:41]4[C:46](=[CH:47][CH:48]=3)[CH2:45][NH:44][CH2:43][CH2:42]4)[N:35]=2)=[CH:28][N:27]=1)[CH3:24].[O:49]=[CH:50][C@@H:51]([CH2:53]O)[OH:52].C(=O)([O-])O.[Na+], predict the reaction product. The product is: [OH:52][C@H:51]([CH2:50][OH:49])[CH2:53][N:44]1[CH2:43][CH2:42][C:41]2[C:46](=[CH:47][CH:48]=[C:39]([C:36]3[N:35]=[C:34]([C:29]4[CH:30]=[C:31]([C:32]#[N:33])[C:26]([O:25][CH:23]([CH3:22])[CH3:24])=[N:27][CH:28]=4)[O:38][N:37]=3)[CH:40]=2)[CH2:45]1.[CH2:23]([O:25][CH2:26][CH3:31])[CH3:22]. (7) Given the reactants O[CH2:2][C:3]1[CH:4]=[C:5]2[C:9](=[CH:10][CH:11]=1)[CH2:8][C@H:7]([NH:12][C:13](=[O:22])[O:14][CH2:15][C:16]1[CH:21]=[CH:20][CH:19]=[CH:18][CH:17]=1)[CH2:6]2.S(Cl)(Cl)=O.C(=O)([O-])[O-].[K+].[K+].[F:33][C:34]([F:46])([F:45])[C:35]1[C:39]([C:40]([O:42][CH2:43][CH3:44])=[O:41])=[CH:38][NH:37][N:36]=1, predict the reaction product. The product is: [CH2:15]([O:14][C:13]([NH:12][C@@H:7]1[CH2:6][C:5]2[C:9](=[CH:10][CH:11]=[C:3]([CH2:2][N:36]3[C:35]([C:34]([F:46])([F:33])[F:45])=[C:39]([C:40]([O:42][CH2:43][CH3:44])=[O:41])[CH:38]=[N:37]3)[CH:4]=2)[CH2:8]1)=[O:22])[C:16]1[CH:21]=[CH:20][CH:19]=[CH:18][CH:17]=1. (8) Given the reactants [Cl:1][C:2]1[CH:28]=[CH:27][C:5]([CH2:6][N:7]2[C:15]3[C:10](=[CH:11][CH:12]=[CH:13][CH:14]=3)[CH:9]=[C:8]2[C:16]([N:18]2[CH2:23][CH2:22][CH:21]([C:24](O)=[O:25])[CH2:20][CH2:19]2)=[O:17])=[CH:4][CH:3]=1.C(N=C=N[CH2:34][CH2:35][CH2:36][N:37]([CH3:39])C)C.ON1[C:45]2[CH:46]=CC=[CH:49][C:44]=2N=N1.C(N(CC)C(C)C)(C)C.CNC1C(C(C)C)CCC(C2C=CC=CC=2)(C)C1, predict the reaction product. The product is: [CH2:36]([N:37]([CH3:39])[C:24]([CH:21]1[CH2:22][CH2:23][N:18]([C:16]([C:8]2[N:7]([CH2:6][C:5]3[CH:4]=[CH:3][C:2]([Cl:1])=[CH:28][CH:27]=3)[C:15]3[C:10]([CH:9]=2)=[CH:11][CH:12]=[CH:13][CH:14]=3)=[O:17])[CH2:19][CH2:20]1)=[O:25])[C:35]1[CH:34]=[CH:46][CH:45]=[CH:44][CH:49]=1.